Dataset: Reaction yield outcomes from USPTO patents with 853,638 reactions. Task: Predict the reaction yield, written as a fraction of the theoretical maximum amount of product (1.0 means a 100% yield; for example, 0.34 means a 34% yield). (1) The reactants are [OH:1][CH2:2][CH:3]([CH2:6][CH2:7][OH:8])[CH2:4][OH:5].O.[C:10]1(C)[CH:15]=CC(S(O)(=O)=O)=C[CH:11]=1.C(N(CC)CC)C. The catalyst is CC(C)=O. The product is [CH3:11][C:10]1([CH3:15])[O:5][CH2:4][CH:3]([CH2:6][CH2:7][OH:8])[CH2:2][O:1]1. The yield is 0.220. (2) The reactants are [CH3:1][O:2][C:3]1[CH:8]=[CH:7][C:6]([C:9]2[C:17]3[C:12](=[CH:13][CH:14]=[C:15]([NH:18][C:19]([C:21]4[CH:30]=[CH:29][C:24]([C:25]([O:27][CH3:28])=[O:26])=[CH:23][CH:22]=4)=[O:20])[CH:16]=3)[N:11](C3CCCCO3)[N:10]=2)=[CH:5][CH:4]=1.C(=O)(O)[O-].[Na+]. The catalyst is O1CCCC1.Cl. The product is [CH3:1][O:2][C:3]1[CH:4]=[CH:5][C:6]([C:9]2[C:17]3[C:12](=[CH:13][CH:14]=[C:15]([NH:18][C:19]([C:21]4[CH:30]=[CH:29][C:24]([C:25]([O:27][CH3:28])=[O:26])=[CH:23][CH:22]=4)=[O:20])[CH:16]=3)[NH:11][N:10]=2)=[CH:7][CH:8]=1. The yield is 1.00. (3) The reactants are [Cl:1][C:2]1[CH:7]=[C:6]([N+:8]([O-:10])=[O:9])[CH:5]=[CH:4][C:3]=1[OH:11].C(=O)([O-])[O-].[K+].[K+].[F:18][C:19]1[CH:20]=[C:21]([CH:24]=[CH:25][CH:26]=1)[CH2:22]Br. The catalyst is CC(C)=O. The product is [Cl:1][C:2]1[CH:7]=[C:6]([N+:8]([O-:10])=[O:9])[CH:5]=[CH:4][C:3]=1[O:11][CH2:22][C:21]1[CH:24]=[CH:25][CH:26]=[C:19]([F:18])[CH:20]=1. The yield is 0.950. (4) The reactants are [NH:1]1[C:5]2[CH:6]=[CH:7][CH:8]=[CH:9][C:4]=2[N:3]=[C:2]1[CH2:10][N:11]([CH:21]1[C:30]2[N:29]=[CH:28][CH:27]=[CH:26][C:25]=2[CH2:24][CH2:23][CH2:22]1)[CH2:12][C:13]1[CH:18]=[CH:17][C:16]([CH2:19][NH2:20])=[CH:15][CH:14]=1.[Cl:31][C:32]1[C:33]([CH:42]=O)=[N:34][CH:35]=[C:36]([C:38]([F:41])([F:40])[F:39])[CH:37]=1.[BH-](OC(C)=O)(OC(C)=O)OC(C)=O.[Na+]. The catalyst is C(Cl)Cl. The product is [Cl:31][C:32]1[C:33]([CH2:42][NH:20][CH2:19][C:16]2[CH:15]=[CH:14][C:13]([CH2:12][N:11]([CH2:10][C:2]3[NH:3][C:4]4[CH:9]=[CH:8][CH:7]=[CH:6][C:5]=4[N:1]=3)[CH:21]3[C:30]4[N:29]=[CH:28][CH:27]=[CH:26][C:25]=4[CH2:24][CH2:23][CH2:22]3)=[CH:18][CH:17]=2)=[N:34][CH:35]=[C:36]([C:38]([F:40])([F:39])[F:41])[CH:37]=1. The yield is 0.260.